From a dataset of Full USPTO retrosynthesis dataset with 1.9M reactions from patents (1976-2016). Predict the reactants needed to synthesize the given product. (1) Given the product [CH3:10][S:9][CH:7]([C:6]1[CH:5]=[CH:4][C:3]([C:2]([F:19])([F:18])[F:1])=[N+:12]([O-:29])[CH:11]=1)[CH3:8], predict the reactants needed to synthesize it. The reactants are: [F:1][C:2]([F:19])([F:18])[C:3](=O)[CH:4]=[CH:5][C:6](=[CH:11][N:12]1CCCC1)[CH:7]([S:9][CH3:10])[CH3:8].C(N(CC)CC)C.Cl.N[OH:29]. (2) Given the product [Br:1][C:43]1[C:42]([CH3:44])=[CH:41][C:40]([NH:45][C:46](=[O:48])[CH3:47])=[CH:39][C:38]=1[CH3:37], predict the reactants needed to synthesize it. The reactants are: [Br-:1].[Br-].[Br-].C([N+](C)(C)C)C1C=CC=CC=1.C([N+](C)(C)C)C1C=CC=CC=1.C([N+](C)(C)C)C1C=CC=CC=1.[CH3:37][C:38]1[CH:39]=[C:40]([NH:45][C:46](=[O:48])[CH3:47])[CH:41]=[C:42]([CH3:44])[CH:43]=1. (3) The reactants are: [NH:1]1[CH2:4][CH:3]([NH:5][C:6](=[O:22])[CH2:7][NH:8][C:9]2[C:17]3[C:12](=[CH:13][CH:14]=[C:15]([C:18]([F:21])([F:20])[F:19])[CH:16]=3)[NH:11][N:10]=2)[CH2:2]1.[CH2:23]([O:25][C:26]([CH:28]1[CH2:33][CH2:32][C:31](=O)[CH2:30][CH2:29]1)=[O:27])[CH3:24]. Given the product [CH2:23]([O:25][C:26]([CH:28]1[CH2:33][CH2:32][CH:31]([N:1]2[CH2:2][CH:3]([NH:5][C:6](=[O:22])[CH2:7][NH:8][C:9]3[C:17]4[C:12](=[CH:13][CH:14]=[C:15]([C:18]([F:20])([F:19])[F:21])[CH:16]=4)[NH:11][N:10]=3)[CH2:4]2)[CH2:30][CH2:29]1)=[O:27])[CH3:24], predict the reactants needed to synthesize it. (4) The reactants are: [C:1]([C:5]1[CH:6]=[C:7]2[C:19]3=[C:20]4[C:10](=[CH:11][CH:12]=[C:13]([C:21]5[CH:26]=[CH:25][C:24]([Cl:27])=[CH:23][CH:22]=5)[C:14]4=[CH:15][CH:16]=[C:17]3[CH:18]=1)[CH:9]=[CH:8]2)([CH3:4])([CH3:3])[CH3:2].[Br:28]N1C(=O)CCC1=O. Given the product [Br:28][C:11]1[C:10]2[C:20]3=[C:19]4[C:7](=[CH:8][CH:9]=2)[CH:6]=[C:5]([C:1]([CH3:4])([CH3:2])[CH3:3])[CH:18]=[C:17]4[CH:16]=[CH:15][C:14]3=[C:13]([C:21]2[CH:22]=[CH:23][C:24]([Cl:27])=[CH:25][CH:26]=2)[CH:12]=1, predict the reactants needed to synthesize it. (5) Given the product [CH2:35]([O:31][C:28](=[O:30])[C:2]1[CH:7]=[CH:6][C:5]([C:8]2[CH2:12][C:11]([C:17]3[CH:18]=[C:19]([Cl:24])[CH:20]=[C:21]([Cl:23])[CH:22]=3)([C:13]([F:14])([F:16])[F:15])[O:10][N:9]=2)=[CH:4][C:3]=1[N+:25]([O-:27])=[O:26])[CH3:36], predict the reactants needed to synthesize it. The reactants are: Br[C:2]1[CH:7]=[CH:6][C:5]([C:8]2[CH2:12][C:11]([C:17]3[CH:22]=[C:21]([Cl:23])[CH:20]=[C:19]([Cl:24])[CH:18]=3)([C:13]([F:16])([F:15])[F:14])[O:10][N:9]=2)=[CH:4][C:3]=1[N+:25]([O-:27])=[O:26].[C:28]([O-:31])(=[O:30])C.[Na+].[C]=O.[CH2:35](O)[CH3:36]. (6) Given the product [CH:21]1([C:19]([C:13]2[CH:14]=[C:15]([CH3:18])[CH:16]=[CH:17][C:12]=2[NH:11][C:9](=[O:10])[NH:8][C:5]2[S:6][CH:7]=[C:3]([CH2:2][NH:1][S:39]([CH2:38][CH2:37][NH2:28])(=[O:41])=[O:40])[N:4]=2)=[O:20])[CH2:25][CH2:24][CH2:23][CH2:22]1, predict the reactants needed to synthesize it. The reactants are: [NH2:1][CH2:2][C:3]1[N:4]=[C:5]([NH:8][C:9]([NH:11][C:12]2[CH:17]=[CH:16][C:15]([CH3:18])=[CH:14][C:13]=2[C:19]([CH:21]2[CH2:25][CH2:24][CH2:23][CH2:22]2)=[O:20])=[O:10])[S:6][CH:7]=1.O=C1C2C(=CC=CC=2)C(=O)[N:28]1[CH2:37][CH2:38][S:39](Cl)(=[O:41])=[O:40].NN. (7) Given the product [CH2:30]([O:29][C:24](=[O:28])[CH2:25][CH:26]1[S:23][C:21]([C:16]2[NH:17][C:18]3[C:14]([CH:15]=2)=[CH:13][C:12]([O:11][C:8]2[CH:9]=[N:10][C:5]([S:2]([CH3:1])(=[O:4])=[O:3])=[CH:6][CH:7]=2)=[CH:20][CH:19]=3)=[N:22][CH2:27]1)[CH3:31], predict the reactants needed to synthesize it. The reactants are: [CH3:1][S:2]([C:5]1[N:10]=[CH:9][C:8]([O:11][C:12]2[CH:13]=[C:14]3[C:18](=[CH:19][CH:20]=2)[NH:17][C:16]([C:21](=[S:23])[NH2:22])=[CH:15]3)=[CH:7][CH:6]=1)(=[O:4])=[O:3].[C:24]([O:29][CH2:30][CH3:31])(=[O:28])[C:25]#[C:26][CH3:27].C(P(CCCC)CCCC)CCC.C(OCC)(=O)C. (8) Given the product [CH2:26]([O:25][C:23]([N:16]1[CH2:15][CH2:14][N:13]([C:11]2[NH:12][C:8]([C:6]3[CH:5]=[CH:4][N:3]=[C:2]([Cl:1])[CH:7]=3)=[CH:9][C:10]=2[C:19](=[O:20])[NH2:21])[CH2:18][CH2:17]1)=[O:24])[C:27]1[CH:32]=[CH:31][CH:30]=[CH:29][CH:28]=1, predict the reactants needed to synthesize it. The reactants are: [Cl:1][C:2]1[CH:7]=[C:6]([C:8]2[NH:12][C:11]([N:13]3[CH2:18][CH2:17][NH:16][CH2:15][CH2:14]3)=[C:10]([C:19]([NH2:21])=[O:20])[CH:9]=2)[CH:5]=[CH:4][N:3]=1.Cl[C:23]([O:25][CH2:26][C:27]1[CH:32]=[CH:31][CH:30]=[CH:29][CH:28]=1)=[O:24].